Dataset: Forward reaction prediction with 1.9M reactions from USPTO patents (1976-2016). Task: Predict the product of the given reaction. (1) Given the reactants [CH3:1][C:2]1O[C:5](=[O:7])[NH:4][N:3]=1.[NH2:8][CH:9]1[CH2:14][CH2:13][O:12][CH2:11][CH2:10]1, predict the reaction product. The product is: [CH3:1][C:2]1[N:8]([CH:9]2[CH2:14][CH2:13][O:12][CH2:11][CH2:10]2)[C:5](=[O:7])[NH:4][N:3]=1. (2) Given the reactants [N:1]([O-])=O.[Na+].[CH2:5]([O:12][C:13]1[CH:20]=[CH:19][C:16]([CH:17]=O)=[C:15]([NH:21][CH2:22][CH:23]([OH:25])[CH3:24])[CH:14]=1)[C:6]1[CH:11]=[CH:10][CH:9]=[CH:8][CH:7]=1, predict the reaction product. The product is: [CH2:5]([O:12][C:13]1[CH:14]=[C:15]2[C:16]([CH:17]=[N:1][N:21]2[CH2:22][CH:23]([OH:25])[CH3:24])=[CH:19][CH:20]=1)[C:6]1[CH:11]=[CH:10][CH:9]=[CH:8][CH:7]=1. (3) Given the reactants CN1CCOCC1.Cl.Cl.[CH3:10][N:11]1[C:23]2([CH2:28][CH2:27][NH:26][CH2:25][CH2:24]2)[C:15]2=[CH:16][CH:17]=[C:18]([C:19]([F:22])([F:21])[F:20])[N:14]2[CH2:13][CH2:12]1.[OH:29][C:30]1[CH:38]=[CH:37][C:33]([C:34](O)=[O:35])=[CH:32][C:31]=1[O:39][CH3:40].CCN=C=NCCCN(C)C.C1C=CC2N(O)N=NC=2C=1, predict the reaction product. The product is: [OH:29][C:30]1[CH:38]=[CH:37][C:33]([C:34]([N:26]2[CH2:27][CH2:28][C:23]3([N:11]([CH3:10])[CH2:12][CH2:13][N:14]4[C:18]([C:19]([F:22])([F:20])[F:21])=[CH:17][CH:16]=[C:15]34)[CH2:24][CH2:25]2)=[O:35])=[CH:32][C:31]=1[O:39][CH3:40].